Dataset: Tyrosyl-DNA phosphodiesterase HTS with 341,365 compounds. Task: Binary Classification. Given a drug SMILES string, predict its activity (active/inactive) in a high-throughput screening assay against a specified biological target. (1) The compound is o1nc(nc1c1c(C(=O)Nc2c(OC)cccc2)cccc1)c1c(OC)cccc1. The result is 0 (inactive). (2) The molecule is S1(=O)(=O)CC(N(CC(C)C)C(=O)COC(=O)c2ccc(cc2)C#N)CC1. The result is 0 (inactive).